From a dataset of Forward reaction prediction with 1.9M reactions from USPTO patents (1976-2016). Predict the product of the given reaction. (1) The product is: [CH3:23][S:12]([C:3]1[CH:8]=[CH:7][C:6]([N+:9]([O-:11])=[O:10])=[CH:5][N:4]=1)(=[O:16])=[O:13]. Given the reactants CS[C:3]1[CH:8]=[CH:7][C:6]([N+:9]([O-:11])=[O:10])=[CH:5][N:4]=1.[S:12](=[O:16])(=O)(O)[OH:13].[O-][Mn](=O)(=O)=O.[K+].[CH3:23]C(C)=O, predict the reaction product. (2) Given the reactants [Br:1][C:2]1[CH:3]=[N:4][C:5]2[N:6]([N:8]=[C:9]([C:11]([OH:13])=O)[CH:10]=2)[CH:7]=1.[CH3:14][CH:15]1[CH2:20][C:19]([C:21]2[CH:26]=[CH:25][CH:24]=[CH:23][CH:22]=2)=[CH:18][CH2:17][NH:16]1, predict the reaction product. The product is: [Br:1][C:2]1[CH:3]=[N:4][C:5]2[N:6]([N:8]=[C:9]([C:11]([N:16]3[CH2:17][CH:18]=[C:19]([C:21]4[CH:26]=[CH:25][CH:24]=[CH:23][CH:22]=4)[CH2:20][CH:15]3[CH3:14])=[O:13])[CH:10]=2)[CH:7]=1. (3) Given the reactants [F:1][C:2]1[C:3]([C:10]2[CH:19]=[CH:18][C:17]([CH2:20][OH:21])=[CH:16][C:11]=2[C:12]([O:14]C)=O)=[CH:4][C:5]([O:8][CH3:9])=[N:6][CH:7]=1.[C:22]([Li])([CH3:25])([CH3:24])[CH3:23], predict the reaction product. The product is: [F:1][C:2]1[C:3]([C:10]2[CH:19]=[CH:18][C:17]([CH2:20][OH:21])=[CH:16][C:11]=2[C:12](=[O:14])[C:22]([CH3:25])([CH3:24])[CH3:23])=[CH:4][C:5]([O:8][CH3:9])=[N:6][CH:7]=1.